Dataset: Drug-target binding data from BindingDB using Ki measurements. Task: Regression. Given a target protein amino acid sequence and a drug SMILES string, predict the binding affinity score between them. We predict pKi (pKi = -log10(Ki in M); higher means stronger inhibition). Dataset: bindingdb_ki. (1) The compound is CCCCC(=O)OCC(=O)[C@@]1(O)Cc2c(O)c3c(c(O)c2[C@H](O[C@@H]2C[C@H](C)[C@H](O)[C@@H](NCc4ccccc4)C2)C1)C(=O)c1c(OC)cccc1C3=O. The target protein (P52757) has sequence MAASSNSSLSGSSVSSDAEEYQPPIWKSYLYQLQQEAPRPKRIICPREVENRPKYYGREFHGIISREQADELLGGVEGAYILRESQRQPGCYTLALRFGNQTLNYRLFHDGKHFVGEKRFESIHDLVTDGLITLYIETKAAEYISKMTTNPIYEHIGYATLLREKVSRRLSRSKNEPRKTNVTHEEHTAVEKISSLVRRAALTHNDNHFNYEKTHNFKVHTFRGPHWCEYCANFMWGLIAQGVRCSDCGLNVHKQCSKHVPNDCQPDLKRIKKVYCCDLTTLVKAHNTQRPMVVDICIREIEARGLKSEGLYRVSGFTEHIEDVKMAFDRDGEKADISANVYPDINIITGALKLYFRDLPIPVITYDTYSKFIDAAKISNADERLEAVHEVLMLLPPAHYETLRYLMIHLKKVTMNEKDNFMNAENLGIVFGPTLMRPPEDSTLTTLHDMRYQKLIVQILIENEDVLF. The pKi is 5.8. (2) The small molecule is COC(=O)C1=C(C)NC(=O)N(C(=O)NCCCN2CCN(c3cccc(Cl)c3)CC2)C1c1ccc(F)c(F)c1. The target protein (P35348) has sequence MVFLSGNASDSSNCTQPPAPVNISKAILLGVILGGLILFGVLGNILVILSVACHRHLHSVTHYYIVNLAVADLLLTSTVLPFSAIFEVLGYWAFGRVFCNIWAAVDVLCCTASIMGLCIISIDRYIGVSYPLRYPTIVTQRRGLMALLCVWALSLVISIGPLFGWRQPAPEDETICQINEEPGYVLFSALGSFYLPLAIILVMYCRVYVVAKRESRGLKSGLKTDKSDSEQVTLRIHRKNAPAGGSGMASAKTKTHFSVRLLKFSREKKAAKTLGIVVGCFVLCWLPFFLVMPIGSFFPDFKPSETVFKIVFWLGYLNSCINPIIYPCSSQEFKKAFQNVLRIQCLCRKQSSKHALGYTLHPPSQAVEGQHKDMVRIPVGSRETFYRISKTDGVCEWKFFSSMPRGSARITVSKDQSSCTTARVRSKSFLQVCCCVGPSTPSLDKNHQVPTIKVHTISLSENGEEV. The pKi is 9.1. (3) The compound is Cc1c(O)cccc1C(=O)N[C@@H](CSc1ccccc1)[C@H](O)CN1C[C@H]2CCCC[C@H]2C[C@H]1C(=O)NC(C)(C)C. The pKi is 9.5. The target protein sequence is PQITLWQRPLVTIKIGGQLKEALLDTGADDTVLEEMSLPGRWKPKMIGGIGGFIKVRQYDQILIEICGHKVIGTVLVGPTPVNIIGRNLLTQIGCTLNF. (4) The drug is COc1ccc(Cn2c(CCc3c[nH]c4ccccc34)nnc2C(Cc2c[nH]c3ccccc23)NC(=O)c2ccccn2)c(OC)c1. The target protein sequence is MWNATPSEEPGFNLTLADLDWDASPGNDSLGDELLQLFPAPLLAGVTATCVALFVVGIAGNLLTMLVVSRFRELRTTTNLYLSSMAFSDLLIFLCMPLDLVRLWQYRPWNFGDLLCKLFQFVSQSCTYATVLTITALSVERYFAICFPLRAKVVVTKGRVKLVIFVIWAVAFCSAGPIFVLVGVEHENGTDPWDTNECRPTEFAVRSGLLTVMVWVSSIFFFLPVFCLTVLYSLIGRKLWRRRRGDAVVGASLRDQNHKQTVKMLAVVVFAFILCWLPFHVGRYLFSKSFEPGSLEIAQISQYCNLVSFVLFYLSAAINPILYNIMSKKYRVAVFRLLGFEPFSQRKLSTLKDESSRAWTESSINT. The pKi is 6.0. (5) The drug is C[C@H](NC(=O)CNC(=O)[C@@H](NC(=O)[C@H](Cc1ccccc1)NC(=O)CNC(=O)CNC(=O)[C@@H](N)Cc1ccccc1)[C@@H](C)O)C(=O)N[C@@H](CCCN=C(N)N)C(=O)N[C@@H](CCCCN)C(=O)N[C@@H](CO)C(=O)N[C@@H](C)C(=O)N[C@@H](CCCN=C(N)N)C(=O)N[C@@H](CCCCN)C(N)=O. The target protein (P35377) has sequence MESLFPAPFWEVLYGSHFQGNLSLLNETVPHHLLLNASHSAFLPLGLKVTIVGLYLAVCIGGLLGNCLVMYVILRHTKMKTATNIYIFNLALADTLVLLTLPFQGTDILLGFWPFGNALCKTVIAIDYYNMFTSTFTLTAMSVDRYVAICHPIRALDVRTSSKAQAVNVAIWALASVVGVPVAIMGSAQVEDEEIECLVEIPAPQDYWGPVFAICIFLFSFIIPVLIISVCYSLMIRRLRGVRLLSGSREKDRNLRRITRLVLVVVAVFVGCWTPVQVFVLVQGLGVQPGSETAVAILRFCTALGYVNSCLNPILYAFLDENFKACFRKFCCASALHREMQVSDRVRSIAKDVGLGCKTSETVPRPA. The pKi is 8.8.